This data is from Peptide-MHC class II binding affinity with 134,281 pairs from IEDB. The task is: Regression. Given a peptide amino acid sequence and an MHC pseudo amino acid sequence, predict their binding affinity value. This is MHC class II binding data. The peptide sequence is RLVAKLFKDYSSVVRPVED. The MHC is DRB1_1501 with pseudo-sequence DRB1_1501. The binding affinity (normalized) is 0.752.